From a dataset of TCR-epitope binding with 47,182 pairs between 192 epitopes and 23,139 TCRs. Binary Classification. Given a T-cell receptor sequence (or CDR3 region) and an epitope sequence, predict whether binding occurs between them. The epitope is RQLLFVVEV. Result: 1 (the TCR binds to the epitope). The TCR CDR3 sequence is CASSSDRLTYEQYF.